Predict the product of the given reaction. From a dataset of Forward reaction prediction with 1.9M reactions from USPTO patents (1976-2016). Given the reactants [NH2:1][C:2]1[CH:7]=[CH:6][C:5]([C:8]2[CH:9]=[CH:10][N:11]3[C:16]([C:17]=2[CH3:18])=[C:15]([CH:19]2[CH2:21][CH2:20]2)[CH:14]=[C:13]([C:22]([O:24][CH2:25][CH3:26])=[O:23])[C:12]3=[O:27])=[CH:4][CH:3]=1.[O-:28][C:29]#[N:30].[Na+].C(=O)([O-])O.[Na+], predict the reaction product. The product is: [CH:19]1([C:15]2[CH:14]=[C:13]([C:22]([O:24][CH2:25][CH3:26])=[O:23])[C:12](=[O:27])[N:11]3[C:16]=2[C:17]([CH3:18])=[C:8]([C:5]2[CH:4]=[CH:3][C:2]([NH:1][C:29]([NH2:30])=[O:28])=[CH:7][CH:6]=2)[CH:9]=[CH:10]3)[CH2:21][CH2:20]1.